Dataset: Catalyst prediction with 721,799 reactions and 888 catalyst types from USPTO. Task: Predict which catalyst facilitates the given reaction. (1) The catalyst class is: 3. Product: [F:25][C:24]1[CH:23]=[C:22]([F:26])[CH:21]=[CH:20][C:19]=1[C:18]1[CH:13]=[CH:14][C:15]([OH:30])=[C:16]([C:27]([O:29][C:31]([CH3:34])([CH3:33])[CH3:32])=[O:28])[CH:17]=1. Reactant: C1N=CN(C(N2C=NC=C2)=O)C=1.[CH:13]1[C:18]([C:19]2[CH:20]=[CH:21][C:22]([F:26])=[CH:23][C:24]=2[F:25])=[CH:17][C:16]([C:27]([OH:29])=[O:28])=[C:15]([OH:30])[CH:14]=1.[C:31](O)([CH3:34])([CH3:33])[CH3:32].C1CCN2C(=NCCC2)CC1.C([O-])(O)=O.[Na+]. (2) Reactant: [CH2:1]([O:8][C:9]1[CH:14]=[C:13]([N+:15]([O-])=O)[CH:12]=[C:11]([Br:18])[CH:10]=1)[C:2]1[CH:7]=[CH:6][CH:5]=[CH:4][CH:3]=1.C([O-])(O)=O.[Na+]. Product: [CH2:1]([O:8][C:9]1[CH:14]=[C:13]([CH:12]=[C:11]([Br:18])[CH:10]=1)[NH2:15])[C:2]1[CH:3]=[CH:4][CH:5]=[CH:6][CH:7]=1. The catalyst class is: 1. (3) Reactant: I[C:2]1[CH:17]=[CH:16][C:5]([C:6]([NH:8][CH2:9][C:10]2[CH:15]=[CH:14][CH:13]=[CH:12][CH:11]=2)=[O:7])=[CH:4][CH:3]=1.[O-]P([O-])([O-])=O.[K+].[K+].[K+].[C@@H]1(N)CCCC[C@H]1N.CCCCCCCCCCCC.[CH3:46][NH:47][CH:48]=[O:49]. Product: [CH2:9]([NH:8][C:6]([C:5]1[CH:16]=[CH:17][C:2]([N:47]([CH3:46])[CH:48]=[O:49])=[CH:3][CH:4]=1)=[O:7])[C:10]1[CH:15]=[CH:14][CH:13]=[CH:12][CH:11]=1. The catalyst class is: 321. (4) Reactant: [CH3:1][C:2]1[CH:3]=[C:4]2[C:9](=[CH:10][CH:11]=1)[C:8](=[O:12])[NH:7][CH2:6][CH2:5]2.I[C:14]1[CH:15]=[N:16][CH:17]=[CH:18][C:19]=1[CH3:20].P([O-])([O-])([O-])=O.[K+].[K+].[K+]. Product: [CH3:1][C:2]1[CH:3]=[C:4]2[C:9](=[CH:10][CH:11]=1)[C:8](=[O:12])[N:7]([C:14]1[CH:15]=[N:16][CH:17]=[CH:18][C:19]=1[CH3:20])[CH2:6][CH2:5]2. The catalyst class is: 246. (5) Reactant: [N:1]1(C(OC(C)(C)C)=O)[CH2:6][CH2:5][NH:4][CH2:3][CH2:2]1.CCN(C(C)C)C(C)C.[F:23][C:24]([F:36])([F:35])[C:25]1[CH:30]=[CH:29][C:28]([S:31](Cl)(=[O:33])=[O:32])=[CH:27][CH:26]=1. Product: [F:36][C:24]([F:23])([F:35])[C:25]1[CH:26]=[CH:27][C:28]([S:31]([N:1]2[CH2:2][CH2:3][NH:4][CH2:5][CH2:6]2)(=[O:33])=[O:32])=[CH:29][CH:30]=1. The catalyst class is: 2. (6) Reactant: [CH2:1]1[CH2:6][CH2:5][C:4]([CH2:11][NH2:12])([CH2:7][C:8]([OH:10])=[O:9])[CH2:3][CH2:2]1.C(N(CC)CC)C.[CH3:20][C:21]([O:24][C:25](O[C:25]([O:24][C:21]([CH3:23])([CH3:22])[CH3:20])=[O:26])=[O:26])([CH3:23])[CH3:22].[OH-].[Na+]. Product: [C:21]([O:24][C:25]([NH:12][CH2:11][C:4]1([CH2:7][C:8]([OH:10])=[O:9])[CH2:3][CH2:2][CH2:1][CH2:6][CH2:5]1)=[O:26])([CH3:23])([CH3:22])[CH3:20]. The catalyst class is: 20. (7) Reactant: [CH3:1][C:2]1[CH:7]=[CH:6][C:5]([S:8]([O:11][CH2:12][CH:13]([OH:36])[CH2:14][C:15]2[CH:20]=[CH:19][CH:18]=[C:17]([CH2:21][C:22]3[CH:27]=[CH:26][CH:25]=[CH:24][CH:23]=3)[C:16]=2[O:28]CC2C=CC=CC=2)(=[O:10])=[O:9])=[CH:4][CH:3]=1. Product: [CH3:1][C:2]1[CH:3]=[CH:4][C:5]([S:8]([O:11][CH2:12][CH:13]([OH:36])[CH2:14][C:15]2[CH:20]=[CH:19][CH:18]=[C:17]([CH2:21][C:22]3[CH:23]=[CH:24][CH:25]=[CH:26][CH:27]=3)[C:16]=2[OH:28])(=[O:9])=[O:10])=[CH:6][CH:7]=1. The catalyst class is: 45.